From a dataset of Forward reaction prediction with 1.9M reactions from USPTO patents (1976-2016). Predict the product of the given reaction. (1) Given the reactants C([O:3][C:4](=[O:27])[CH2:5][N:6]1[C:14]2[C:9](=[CH:10][CH:11]=[CH:12][CH:13]=2)[C:8]2([C:18]3=[CH:19][C:20]4[O:24][CH2:23][O:22][C:21]=4[CH:25]=[C:17]3[O:16][CH2:15]2)[C:7]1=[O:26])C.O.[OH-].[Li+].Cl, predict the reaction product. The product is: [O:26]=[C:7]1[C:8]2([C:18]3=[CH:19][C:20]4[O:24][CH2:23][O:22][C:21]=4[CH:25]=[C:17]3[O:16][CH2:15]2)[C:9]2[C:14](=[CH:13][CH:12]=[CH:11][CH:10]=2)[N:6]1[CH2:5][C:4]([OH:27])=[O:3]. (2) Given the reactants Br[C:2]1[CH:23]=[CH:22][C:5]([C:6]([NH:8][S:9]([C:12]2[CH:17]=[CH:16][CH:15]=[CH:14][C:13]=2[S:18](=[O:21])(=[O:20])[NH2:19])(=[O:11])=[O:10])=[O:7])=[CH:4][C:3]=1[O:24][CH:25]([CH3:27])[CH3:26].[O:28]1[C:32]2[CH:33]=[CH:34][CH:35]=[CH:36][C:31]=2[CH:30]=[C:29]1B(O)O.C(=O)([O-])[O-].[Na+].[Na+], predict the reaction product. The product is: [O:28]1[C:32]2[CH:33]=[CH:34][CH:35]=[CH:36][C:31]=2[CH:30]=[C:29]1[C:2]1[CH:23]=[CH:22][C:5]([C:6]([NH:8][S:9]([C:12]2[CH:17]=[CH:16][CH:15]=[CH:14][C:13]=2[S:18](=[O:20])(=[O:21])[NH2:19])(=[O:10])=[O:11])=[O:7])=[CH:4][C:3]=1[O:24][CH:25]([CH3:27])[CH3:26].